Dataset: NCI-60 drug combinations with 297,098 pairs across 59 cell lines. Task: Regression. Given two drug SMILES strings and cell line genomic features, predict the synergy score measuring deviation from expected non-interaction effect. (1) Drug 1: CC1=CC2C(CCC3(C2CCC3(C(=O)C)OC(=O)C)C)C4(C1=CC(=O)CC4)C. Drug 2: CN(C(=O)NC(C=O)C(C(C(CO)O)O)O)N=O. Cell line: 786-0. Synergy scores: CSS=-2.71, Synergy_ZIP=1.14, Synergy_Bliss=-0.766, Synergy_Loewe=-2.30, Synergy_HSA=-2.29. (2) Drug 1: C1=NC2=C(N=C(N=C2N1C3C(C(C(O3)CO)O)O)F)N. Drug 2: CN(C(=O)NC(C=O)C(C(C(CO)O)O)O)N=O. Cell line: HT29. Synergy scores: CSS=-3.80, Synergy_ZIP=8.63, Synergy_Bliss=3.99, Synergy_Loewe=-2.28, Synergy_HSA=-2.32. (3) Drug 1: CCC1=CC2CC(C3=C(CN(C2)C1)C4=CC=CC=C4N3)(C5=C(C=C6C(=C5)C78CCN9C7C(C=CC9)(C(C(C8N6C)(C(=O)OC)O)OC(=O)C)CC)OC)C(=O)OC.C(C(C(=O)O)O)(C(=O)O)O. Drug 2: CCCCCOC(=O)NC1=NC(=O)N(C=C1F)C2C(C(C(O2)C)O)O. Cell line: SK-MEL-5. Synergy scores: CSS=29.3, Synergy_ZIP=8.05, Synergy_Bliss=9.97, Synergy_Loewe=-36.6, Synergy_HSA=5.39. (4) Drug 1: CCC1=CC2CC(C3=C(CN(C2)C1)C4=CC=CC=C4N3)(C5=C(C=C6C(=C5)C78CCN9C7C(C=CC9)(C(C(C8N6C)(C(=O)OC)O)OC(=O)C)CC)OC)C(=O)OC.C(C(C(=O)O)O)(C(=O)O)O. Drug 2: C1CCC(C(C1)N)N.C(=O)(C(=O)[O-])[O-].[Pt+4]. Cell line: M14. Synergy scores: CSS=25.3, Synergy_ZIP=0.299, Synergy_Bliss=2.04, Synergy_Loewe=-13.2, Synergy_HSA=2.82.